From a dataset of Reaction yield outcomes from USPTO patents with 853,638 reactions. Predict the reaction yield, written as a fraction of the theoretical maximum amount of product (1.0 means a 100% yield; for example, 0.34 means a 34% yield). The reactants are C([O:3][C:4]([C:6]1[C:11]([NH:12][C:13]2[CH:18]=[CH:17][C:16]([CH3:19])=[CH:15][C:14]=2[F:20])=[C:10]([CH3:21])[C:9](=[O:22])[N:8]([CH3:23])[C:7]=1[CH2:24]Br)=O)C.[NH3:26]. The catalyst is CO. The product is [F:20][C:14]1[CH:15]=[C:16]([CH3:19])[CH:17]=[CH:18][C:13]=1[NH:12][C:11]1[C:6]2[C:4](=[O:3])[NH:26][CH2:24][C:7]=2[N:8]([CH3:23])[C:9](=[O:22])[C:10]=1[CH3:21]. The yield is 0.460.